From a dataset of Reaction yield outcomes from USPTO patents with 853,638 reactions. Predict the reaction yield, written as a fraction of the theoretical maximum amount of product (1.0 means a 100% yield; for example, 0.34 means a 34% yield). (1) The reactants are [Cl:1][C:2]1[CH:17]=[C:16]([F:18])[C:5]([O:6][C:7]2[CH:12]=[CH:11][C:10]([CH2:13][CH2:14][OH:15])=[CH:9][CH:8]=2)=[C:4]([F:19])[CH:3]=1.[N:20]#[C:21][NH2:22].OS(C(F)(F)F)(=O)=O. The catalyst is C1COCC1. The product is [C:21](=[NH:20])([O:15][CH2:14][CH2:13][C:10]1[CH:11]=[CH:12][C:7]([O:6][C:5]2[C:16]([F:18])=[CH:17][C:2]([Cl:1])=[CH:3][C:4]=2[F:19])=[CH:8][CH:9]=1)[NH2:22]. The yield is 0.649. (2) The reactants are [CH3:1][O:2][C:3]1[CH:8]=[CH:7][CH:6]=[C:5]([NH2:9])[CH:4]=1.[C:10](OC(=O)C)(=[O:12])[CH3:11]. The catalyst is C1COCC1. The product is [CH3:11][C:10]([NH:9][C:5]1[CH:6]=[CH:7][CH:8]=[C:3]([O:2][CH3:1])[CH:4]=1)=[O:12]. The yield is 0.964.